Dataset: Catalyst prediction with 721,799 reactions and 888 catalyst types from USPTO. Task: Predict which catalyst facilitates the given reaction. (1) Reactant: C(O)(C(F)(F)F)=O.[CH2:8]([O:52][CH:53]1[C@H:57]2[C@H:58](OC3CCCCO3)[N:59](C(OC(C)(C)C)=O)[C:60]3[CH:67]=[CH:66][C:65]([O:68][CH3:69])=[CH:64][C:61]=3[C:62](=[O:63])[N:56]2[CH2:55][CH2:54]1)[CH2:9][CH2:10][CH2:11][CH2:12][CH2:13][CH2:14][CH2:15][CH2:16][CH2:17][CH2:18][CH2:19][O:20][CH:21]1[C@H:25]2[C@H:26](OC3CCCCO3)[N:27](C(OC(C)(C)C)=O)[C:28]3[CH:35]=[CH:34][C:33]([O:36][CH3:37])=[CH:32][C:29]=3[C:30](=[O:31])[N:24]2[CH2:23][CH2:22]1.C([O-])(O)=O.[Na+]. Product: [CH2:19]([O:20][CH:21]1[C@@H:25]2[CH:26]=[N:27][C:28]3[CH:35]=[CH:34][C:33]([O:36][CH3:37])=[CH:32][C:29]=3[C:30](=[O:31])[N:24]2[CH2:23][CH2:22]1)[CH2:18][CH2:17][CH2:16][CH2:15][CH2:14][CH2:13][CH2:12][CH2:11][CH2:10][CH2:9][CH2:8][O:52][CH:53]1[C@@H:57]2[CH:58]=[N:59][C:60]3[CH:67]=[CH:66][C:65]([O:68][CH3:69])=[CH:64][C:61]=3[C:62](=[O:63])[N:56]2[CH2:55][CH2:54]1. The catalyst class is: 254. (2) Reactant: [C:1](Cl)(=[O:3])[CH3:2].CS(OS(C)(=O)=O)(=O)=O.[NH2:14][C:15]1[C:24]2[N:25]=[C:26]([CH2:37][CH2:38][CH3:39])[N:27]([CH2:28][CH2:29][CH2:30][CH2:31][NH:32][S:33]([CH3:36])(=[O:35])=[O:34])[C:23]=2[C:22]2[CH:21]=[CH:20][C:19]([O:40][CH2:41][CH2:42][CH2:43][CH2:44][CH2:45][CH2:46][NH2:47])=[CH:18][C:17]=2[N:16]=1.CO. Product: [NH2:14][C:15]1[C:24]2[N:25]=[C:26]([CH2:37][CH2:38][CH3:39])[N:27]([CH2:28][CH2:29][CH2:30][CH2:31][NH:32][S:33]([CH3:36])(=[O:35])=[O:34])[C:23]=2[C:22]2[CH:21]=[CH:20][C:19]([O:40][CH2:41][CH2:42][CH2:43][CH2:44][CH2:45][CH2:46][NH:47][C:1](=[O:3])[CH3:2])=[CH:18][C:17]=2[N:16]=1. The catalyst class is: 4. (3) Reactant: [CH2:1]([C:8]1[CH:9]=[N:10][C:11]([N:14]2[CH2:19][CH2:18][N:17]([C:20]3[C:29]4[C:24](=[CH:25][C:26]([O:31][CH3:32])=[C:27]([OH:30])[CH:28]=4)[N:23]=[CH:22][N:21]=3)[CH2:16][CH2:15]2)=[N:12][CH:13]=1)[C:2]1[CH:7]=[CH:6][CH:5]=[CH:4][CH:3]=1.CS(O[CH2:38][CH2:39][CH2:40][N:41]1[CH2:46][CH2:45][N:44]([CH3:47])[CH2:43][CH2:42]1)(=O)=O.C(=O)([O-])[O-].[Cs+].[Cs+].O. Product: [CH2:1]([C:8]1[CH:9]=[N:10][C:11]([N:14]2[CH2:15][CH2:16][N:17]([C:20]3[C:29]4[C:24](=[CH:25][C:26]([O:31][CH3:32])=[C:27]([O:30][CH2:38][CH2:39][CH2:40][N:41]5[CH2:46][CH2:45][N:44]([CH3:47])[CH2:43][CH2:42]5)[CH:28]=4)[N:23]=[CH:22][N:21]=3)[CH2:18][CH2:19]2)=[N:12][CH:13]=1)[C:2]1[CH:7]=[CH:6][CH:5]=[CH:4][CH:3]=1. The catalyst class is: 9. (4) Reactant: [Br:1][C:2]1[CH:3]=[CH:4][C:5]([NH2:8])=[N:6][CH:7]=1.ClC(Cl)C.[CH3:13][O:14][C:15]([C:17]1([CH2:23][CH:24]=O)[CH2:22][CH2:21][O:20][CH2:19][CH2:18]1)=[O:16].C(O)(=O)C.[BH-](OC(C)=O)(OC(C)=O)OC(C)=O.[Na+]. Product: [CH3:13][O:14][C:15]([C:17]1([CH2:23][CH2:24][NH:8][C:5]2[CH:4]=[CH:3][C:2]([Br:1])=[CH:7][N:6]=2)[CH2:18][CH2:19][O:20][CH2:21][CH2:22]1)=[O:16]. The catalyst class is: 2. (5) Reactant: CC1(C)C(C)(C)OB([C:9]2[C:18]3[C:13](=[CH:14][CH:15]=[CH:16][CH:17]=3)[C:12](B3OC(C)(C)C(C)(C)O3)=[CH:11][CH:10]=2)O1.Br[C:30]1[CH:31]=[CH:32][C:33]([C:36]2[CH:37]=[N:38][CH:39]=[CH:40][CH:41]=2)=[N:34][CH:35]=1.[CH:55]1(P([CH:55]2[CH2:60][CH2:59][CH2:58][CH2:57][CH2:56]2)[CH:55]2[CH2:60][CH2:59][CH2:58][CH2:57][CH2:56]2)[CH2:60][CH2:59][CH2:58][CH2:57][CH2:56]1.P([O-])([O-])([O-])=O.[K+].[K+].[K+]. Product: [N:34]1[CH:35]=[C:30]([C:12]2[C:13]3[C:18](=[CH:17][CH:16]=[CH:15][CH:14]=3)[C:9]([C:36]3[CH:55]=[CH:60][C:59]([C:58]4[CH:33]=[N:34][CH:35]=[CH:56][CH:57]=4)=[N:38][CH:37]=3)=[CH:10][CH:11]=2)[CH:31]=[CH:32][C:33]=1[C:36]1[CH:37]=[N:38][CH:39]=[CH:40][CH:41]=1. The catalyst class is: 11. (6) Product: [Br:34][C:35]1[CH:36]=[CH:37][C:38]([O:24][CH2:23][CH:22]([CH2:25][O:26][Si:27]([C:30]([CH3:33])([CH3:32])[CH3:31])([CH3:28])[CH3:29])[CH2:21][O:20][Si:13]([C:16]([CH3:17])([CH3:19])[CH3:18])([CH3:15])[CH3:14])=[CH:39][N:40]=1. Reactant: CCOC(/N=N/C(OCC)=O)=O.[Si:13]([O:20][CH2:21][CH:22]([CH2:25][O:26][Si:27]([C:30]([CH3:33])([CH3:32])[CH3:31])([CH3:29])[CH3:28])[CH2:23][OH:24])([C:16]([CH3:19])([CH3:18])[CH3:17])([CH3:15])[CH3:14].[Br:34][C:35]1[N:40]=[CH:39][C:38](O)=[CH:37][CH:36]=1.C1(P(C2C=CC=CC=2)C2C=CC=CC=2)C=CC=CC=1. The catalyst class is: 1. (7) Reactant: [CH2:1]([O:3][C:4]1[C:13]([O:14][CH3:15])=[CH:12][C:11]2[C:10]([C:16]3[CH:17]=[C:18]([CH:22]=[CH:23][CH:24]=3)[C:19]([OH:21])=O)=[N:9][C@@H:8]3[CH2:25][CH2:26][S:27][CH2:28][C@@H:7]3[C:6]=2[CH:5]=1)[CH3:2].Cl.[CH2:30]([C:32]1[N:36]=[C:35]([CH2:37][N:38]2[C:43]3[CH:44]=[C:45]([C:47]4[CH:52]=[CH:51][CH:50]=[CH:49][CH:48]=4)[S:46][C:42]=3[C:41](=[O:53])[N:40]([CH:54]3[CH2:59][CH2:58][NH:57][CH2:56][CH2:55]3)[C:39]2=[O:60])[O:34][N:33]=1)[CH3:31].CN(C(ON1N=NC2C=CC=CC1=2)=[N+](C)C)C.F[P-](F)(F)(F)(F)F.CCN(C(C)C)C(C)C. Product: [CH2:1]([O:3][C:4]1[C:13]([O:14][CH3:15])=[CH:12][C:11]2[C:10]([C:16]3[CH:17]=[C:18]([C:19]([N:57]4[CH2:58][CH2:59][CH:54]([N:40]5[C:41](=[O:53])[C:42]6[S:46][C:45]([C:47]7[CH:48]=[CH:49][CH:50]=[CH:51][CH:52]=7)=[CH:44][C:43]=6[N:38]([CH2:37][C:35]6[O:34][N:33]=[C:32]([CH2:30][CH3:31])[N:36]=6)[C:39]5=[O:60])[CH2:55][CH2:56]4)=[O:21])[CH:22]=[CH:23][CH:24]=3)=[N:9][C@@H:8]3[CH2:25][CH2:26][S:27][CH2:28][C@@H:7]3[C:6]=2[CH:5]=1)[CH3:2]. The catalyst class is: 2. (8) Reactant: [CH2:1]([NH:3][C:4](=[O:26])[C:5]1[CH:10]=[CH:9][C:8]([C:11](=[C:18]2[CH2:24][CH:23]3[NH:25][CH:20]([CH2:21][CH2:22]3)[CH2:19]2)[C:12]2[CH:17]=[CH:16][CH:15]=[CH:14][CH:13]=2)=[CH:7][CH:6]=1)[CH3:2].[Cl:27][CH2:28][C:29]([C:31]1[N:32]([CH3:45])[CH:33]=[C:34]([C:36](=[O:44])[C:37]2[CH:42]=[CH:41][C:40]([Cl:43])=[CH:39][CH:38]=2)[CH:35]=1)=[O:30].C(N(C(C)C)CC)(C)C. Product: [CH3:28][CH2:29][O:26][CH2:4][CH3:5].[ClH:27].[Cl:43][C:40]1[CH:41]=[CH:42][C:37]([C:36]([C:34]2[CH:35]=[C:31]([C:29](=[O:30])[CH2:28][N:25]3[CH:20]4[CH2:21][CH2:22][CH:23]3[CH2:24][C:18](=[C:11]([C:12]3[CH:17]=[CH:16][CH:15]=[CH:14][CH:13]=3)[C:8]3[CH:7]=[CH:6][C:5]([C:4]([NH:3][CH2:1][CH3:2])=[O:26])=[CH:10][CH:9]=3)[CH2:19]4)[N:32]([CH3:45])[CH:33]=2)=[O:44])=[CH:38][CH:39]=1. The catalyst class is: 14. (9) Reactant: Br[C:2]1[CH:3]=[N:4][CH:5]=[CH:6][CH:7]=1.[NH2:8][C:9]1[C:10]([C:16]([NH:18][C:19]2[CH:24]=[CH:23][CH:22]=[C:21]([CH3:25])[N:20]=2)=[O:17])=[N:11][C:12]([CH3:15])=[CH:13][CH:14]=1.C1C=CC(P(C2C(C3C(P(C4C=CC=CC=4)C4C=CC=CC=4)=CC=C4C=3C=CC=C4)=C3C(C=CC=C3)=CC=2)C2C=CC=CC=2)=CC=1.CC(C)([O-])C.[Na+]. Product: [CH3:15][C:12]1[N:11]=[C:10]([C:16]([NH:18][C:19]2[CH:24]=[CH:23][CH:22]=[C:21]([CH3:25])[N:20]=2)=[O:17])[C:9]([NH:8][C:2]2[CH:3]=[N:4][CH:5]=[CH:6][CH:7]=2)=[CH:14][CH:13]=1. The catalyst class is: 101. (10) Reactant: Cl[C:2]1[C:7]2[CH2:8][C:9]3([CH:15]4[CH2:16][CH2:17][N:12]([CH2:13][CH2:14]4)[CH2:11]3)[O:10][C:6]=2[CH:5]=[CH:4][N:3]=1. Product: [O:10]1[C:6]2[CH:5]=[CH:4][N:3]=[CH:2][C:7]=2[CH2:8][C:9]21[CH:15]1[CH2:14][CH2:13][N:12]([CH2:17][CH2:16]1)[CH2:11]2. The catalyst class is: 19.